Dataset: Full USPTO retrosynthesis dataset with 1.9M reactions from patents (1976-2016). Task: Predict the reactants needed to synthesize the given product. (1) The reactants are: [OH:1][C:2]1[CH:7]=[CH:6][C:5]([CH2:8][C:9]([OH:11])=[O:10])=[CH:4][CH:3]=1.C([O-])([O-])=O.[K+].[K+].F[C:19]1[CH:26]=[CH:25][C:22]([CH:23]=[O:24])=[CH:21][CH:20]=1.O. Given the product [CH:23]([C:22]1[CH:25]=[CH:26][C:19]([O:1][C:2]2[CH:3]=[CH:4][C:5]([CH2:8][C:9]([OH:11])=[O:10])=[CH:6][CH:7]=2)=[CH:20][CH:21]=1)=[O:24], predict the reactants needed to synthesize it. (2) The reactants are: [Cl:1][C:2]1[C:7]([CH:8]2[CH2:17][CH2:16][C:11]3(OCC[O:12]3)[CH2:10][CH2:9]2)=[N:6][CH:5]=[CH:4][N:3]=1.Cl. Given the product [Cl:1][C:2]1[C:7]([CH:8]2[CH2:9][CH2:10][C:11](=[O:12])[CH2:16][CH2:17]2)=[N:6][CH:5]=[CH:4][N:3]=1, predict the reactants needed to synthesize it. (3) Given the product [I:2][C:3]1[CH:4]=[C:5]2[C:10](=[CH:11][CH:12]=1)[N:9]=[CH:8][C:7]([C:13]([NH:15][C:30](=[O:31])[O:29][C:25]([CH3:28])([CH3:27])[CH3:26])=[O:14])=[C:6]2[NH:16][C:17]1[CH:22]=[CH:21][CH:20]=[C:19]([O:23][CH3:24])[CH:18]=1, predict the reactants needed to synthesize it. The reactants are: Cl.[I:2][C:3]1[CH:4]=[C:5]2[C:10](=[CH:11][CH:12]=1)[N:9]=[CH:8][C:7]([C:13]([NH2:15])=[O:14])=[C:6]2[NH:16][C:17]1[CH:22]=[CH:21][CH:20]=[C:19]([O:23][CH3:24])[CH:18]=1.[C:25]([O:29][C:30](O[C:30]([O:29][C:25]([CH3:28])([CH3:27])[CH3:26])=[O:31])=[O:31])([CH3:28])([CH3:27])[CH3:26]. (4) Given the product [CH3:12][C:10]1([CH3:13])[O:9][C:8]2[CH:14]=[CH:15][C:5]([OH:4])=[CH:6][C:7]=2[O:11]1, predict the reactants needed to synthesize it. The reactants are: C([O:4][C:5]1[CH:15]=[CH:14][C:8]2[O:9][C:10]([CH3:13])([CH3:12])[O:11][C:7]=2[CH:6]=1)(=O)C.[OH-].[K+].Cl. (5) Given the product [C:2]1([C:17]2[CH:22]=[CH:21][CH:20]=[CH:19][CH:18]=2)[CH:7]=[CH:6][C:5]([C:8]2([CH2:13][NH:14][CH:15]=[O:16])[CH2:12][CH2:11][CH2:10][CH2:9]2)=[CH:4][CH:3]=1, predict the reactants needed to synthesize it. The reactants are: Br[C:2]1[CH:7]=[CH:6][C:5]([C:8]2([CH2:13][NH:14][CH:15]=[O:16])[CH2:12][CH2:11][CH2:10][CH2:9]2)=[CH:4][CH:3]=1.[C:17]1(B(O)O)[CH:22]=[CH:21][CH:20]=[CH:19][CH:18]=1.C(=O)([O-])[O-].[Na+].[Na+]. (6) Given the product [Cl:8][C:9]1[CH:14]=[C:13]([NH:15][CH2:16][C:17]2[C:22]([O:23][CH3:24])=[CH:21][C:20]([C:25]([F:27])([F:26])[F:28])=[CH:19][C:18]=2[C:29]2[CH:30]=[CH:31][C:32]([C:35]([NH:37][CH2:38][CH2:39][C:40]([OH:42])=[O:41])=[O:36])=[N:33][CH:34]=2)[CH:12]=[CH:11][C:10]=1[C:45]1[CH:46]=[CH:47][C:48]([C:51]([F:54])([F:52])[F:53])=[CH:49][CH:50]=1, predict the reactants needed to synthesize it. The reactants are: [OH-].[Na+].C1COCC1.[Cl:8][C:9]1[CH:14]=[C:13]([NH:15][CH2:16][C:17]2[C:22]([O:23][CH3:24])=[CH:21][C:20]([C:25]([F:28])([F:27])[F:26])=[CH:19][C:18]=2[C:29]2[CH:30]=[CH:31][C:32]([C:35]([NH:37][CH2:38][CH2:39][C:40]([O:42]CC)=[O:41])=[O:36])=[N:33][CH:34]=2)[CH:12]=[CH:11][C:10]=1[C:45]1[CH:50]=[CH:49][C:48]([C:51]([F:54])([F:53])[F:52])=[CH:47][CH:46]=1.Cl.